This data is from Full USPTO retrosynthesis dataset with 1.9M reactions from patents (1976-2016). The task is: Predict the reactants needed to synthesize the given product. (1) Given the product [NH2:12][C:13]1[C:22]2[N:23]=[C:24]([CH2:31][CH2:32][CH2:33][CH3:34])[N:25]([CH2:26][CH2:27][CH2:28][CH2:29][NH:30][C:2](=[O:3])[O:4][CH2:5][C:6]3[CH:11]=[CH:10][CH:9]=[CH:8][CH:7]=3)[C:21]=2[C:20]2[N:19]=[CH:18][CH:17]=[CH:16][C:15]=2[N:14]=1, predict the reactants needed to synthesize it. The reactants are: Cl[C:2]([O:4][CH2:5][C:6]1[CH:11]=[CH:10][CH:9]=[CH:8][CH:7]=1)=[O:3].[NH2:12][C:13]1[C:22]2[N:23]=[C:24]([CH2:31][CH2:32][CH2:33][CH3:34])[N:25]([CH2:26][CH2:27][CH2:28][CH2:29][NH2:30])[C:21]=2[C:20]2[N:19]=[CH:18][CH:17]=[CH:16][C:15]=2[N:14]=1. (2) Given the product [C:14]1([S:11]([N:8]2[C:4]3=[N:5][CH:6]=[CH:7][C:2]([C:31]4[CH:32]=[CH:33][C:28]([S:25]([N:20]5[CH2:21][CH2:22][CH2:23][CH2:24]5)(=[O:27])=[O:26])=[CH:29][CH:30]=4)=[C:3]3[CH:10]=[CH:9]2)(=[O:13])=[O:12])[CH:19]=[CH:18][CH:17]=[CH:16][CH:15]=1, predict the reactants needed to synthesize it. The reactants are: Br[C:2]1[CH:7]=[CH:6][N:5]=[C:4]2[N:8]([S:11]([C:14]3[CH:19]=[CH:18][CH:17]=[CH:16][CH:15]=3)(=[O:13])=[O:12])[CH:9]=[CH:10][C:3]=12.[N:20]1([S:25]([C:28]2[CH:33]=[CH:32][C:31](B(O)O)=[CH:30][CH:29]=2)(=[O:27])=[O:26])[CH2:24][CH2:23][CH2:22][CH2:21]1.C(=O)([O-])[O-].[Na+].[Na+]. (3) Given the product [F:1][CH2:2][C@@H:3]([N:15]1[C:23](=[O:24])[C:22]2[C:17](=[CH:18][CH:19]=[CH:20][CH:21]=2)[C:16]1=[O:25])[CH2:4][CH:5]=[O:6], predict the reactants needed to synthesize it. The reactants are: [F:1][CH2:2][C@@H:3]([N:15]1[C:23](=[O:24])[C:22]2[C:17](=[CH:18][CH:19]=[CH:20][CH:21]=2)[C:16]1=[O:25])[CH2:4][C:5](OCC1C=CC=CC=1)=[O:6].[H-].C([Al+]CC(C)C)C(C)C. (4) Given the product [CH2:11]([C:10]1[N:1]=[C:2]2[CH:7]=[CH:6][CH:5]=[CH:4][N:3]2[CH:9]=1)[CH3:12], predict the reactants needed to synthesize it. The reactants are: [NH2:1][C:2]1[CH:7]=[CH:6][CH:5]=[CH:4][N:3]=1.Br[CH2:9][C:10](=O)[CH2:11][CH3:12]. (5) Given the product [CH3:19][N:10]1[CH2:9][CH2:8][C:7]2[C:12](=[CH:13][C:4]([N+:1]([O-:3])=[O:2])=[CH:5][CH:6]=2)[CH2:11]1, predict the reactants needed to synthesize it. The reactants are: [N+:1]([C:4]1[CH:13]=[C:12]2[C:7]([CH2:8][CH2:9][NH:10][CH2:11]2)=[CH:6][CH:5]=1)([O-:3])=[O:2].Cl.[OH-].[Na+].C=O.[C:19](O)(=O)C.C([BH3-])#N.[Na+]. (6) Given the product [CH3:14][O:13][C:11]1[CH:12]=[C:7]2[C:8](=[CH:9][CH:10]=1)[NH:15][N:16]=[CH:6]2, predict the reactants needed to synthesize it. The reactants are: F[B-](F)(F)F.[CH3:6][C:7]1[CH:12]=[C:11]([O:13][CH3:14])[CH:10]=[CH:9][C:8]=1[N+:15]#[N:16].C1OCCOCCOCCOCCOCCOC1.C([O-])(=O)C.[K+]. (7) Given the product [C:29](=[N:42][C:43]1[CH:54]=[C:47]([C:48]([C:13]2[C:14]3[CH:15]=[N:16][CH:17]=[C:18]([F:20])[C:19]=3[N:11]([C:8]([CH3:10])([CH3:9])[CH2:7][O:6][Si:5]([C:1]([CH3:4])([CH3:3])[CH3:2])([CH3:23])[CH3:22])[CH:12]=2)=[O:49])[CH:46]=[N:45][CH:44]=1)([C:36]1[CH:37]=[CH:38][CH:39]=[CH:40][CH:41]=1)[C:30]1[CH:35]=[CH:34][CH:33]=[CH:32][CH:31]=1, predict the reactants needed to synthesize it. The reactants are: [C:1]([Si:5]([CH3:23])([CH3:22])[O:6][CH2:7][C:8]([N:11]1[C:19]2[C:18]([F:20])=[CH:17][N:16]=[CH:15][C:14]=2[C:13](I)=[CH:12]1)([CH3:10])[CH3:9])([CH3:4])([CH3:3])[CH3:2].[Li]CCCC.[C:29](=[N:42][C:43]1[CH:44]=[N:45][CH:46]=[C:47]([CH:54]=1)[C:48](N(OC)C)=[O:49])([C:36]1[CH:41]=[CH:40][CH:39]=[CH:38][CH:37]=1)[C:30]1[CH:35]=[CH:34][CH:33]=[CH:32][CH:31]=1.